This data is from Peptide-MHC class II binding affinity with 134,281 pairs from IEDB. The task is: Regression. Given a peptide amino acid sequence and an MHC pseudo amino acid sequence, predict their binding affinity value. This is MHC class II binding data. (1) The peptide sequence is IGLVTQTINDFYFVI. The MHC is DRB1_0401 with pseudo-sequence DRB1_0401. The binding affinity (normalized) is 0.0871. (2) The binding affinity (normalized) is 0.180. The peptide sequence is SLLILVQSTQWSLFF. The MHC is DRB1_0101 with pseudo-sequence DRB1_0101. (3) The MHC is HLA-DQA10301-DQB10302 with pseudo-sequence HLA-DQA10301-DQB10302. The peptide sequence is KQQGIRYANPIAFFR. The binding affinity (normalized) is 0.209. (4) The peptide sequence is YDFNKLTALAVSQLT. The MHC is DRB1_0405 with pseudo-sequence DRB1_0405. The binding affinity (normalized) is 0.526. (5) The peptide sequence is PPTVTIFKISKTVSE. The MHC is DRB4_0101 with pseudo-sequence DRB4_0103. The binding affinity (normalized) is 0.298. (6) The peptide sequence is CPKYVRSAKLRMVTGLRNIPS. The MHC is DRB1_0301 with pseudo-sequence DRB1_0301. The binding affinity (normalized) is 0.230. (7) The peptide sequence is LDYKECEWPLTHTIG. The MHC is HLA-DQA10201-DQB10402 with pseudo-sequence HLA-DQA10201-DQB10402. The binding affinity (normalized) is 0.420. (8) The peptide sequence is WFINWYLPISQLFYN. The MHC is DRB1_1602 with pseudo-sequence DRB1_1602. The binding affinity (normalized) is 0.360.